This data is from Forward reaction prediction with 1.9M reactions from USPTO patents (1976-2016). The task is: Predict the product of the given reaction. (1) Given the reactants [C:1]([N:8]1[CH2:12][CH2:11][CH:10]([S:13][C:14]([C:27]2[CH:32]=[CH:31][CH:30]=[CH:29][CH:28]=2)([C:21]2[CH:26]=[CH:25][CH:24]=[CH:23][CH:22]=2)[C:15]2[CH:20]=[CH:19][CH:18]=[CH:17][CH:16]=2)[CH:9]1[C:33]([N:35]1[C:39]2C=CC=CC=2N=N1)=[O:34])([O:3][C:4]([CH3:7])([CH3:6])[CH3:5])=[O:2].Cl.CN[O:47][CH3:48].CNOC, predict the reaction product. The product is: [C:1]([N:8]1[CH2:12][CH2:11][C@H:10]([S:13][C:14]([C:27]2[CH:32]=[CH:31][CH:30]=[CH:29][CH:28]=2)([C:21]2[CH:22]=[CH:23][CH:24]=[CH:25][CH:26]=2)[C:15]2[CH:20]=[CH:19][CH:18]=[CH:17][CH:16]=2)[C@@H:9]1[C:33]([N:35]([O:47][CH3:48])[CH3:39])=[O:34])([O:3][C:4]([CH3:5])([CH3:7])[CH3:6])=[O:2]. (2) Given the reactants [CH2:1]([NH:3][CH2:4][CH3:5])[CH3:2].[C:6]([C:8]1[CH:9]=[C:10]2[C:15](=[CH:16][C:17]=1[O:18][CH2:19][C@H:20]1[CH2:22][O:21]1)[N:14]=[CH:13][CH:12]=[C:11]2[O:23][C:24]1[CH:29]=[CH:28][C:27]([NH:30][C:31]([NH:33][C:34]2[S:35][CH:36]=[CH:37][N:38]=2)=[O:32])=[C:26]([F:39])[CH:25]=1)#[N:7], predict the reaction product. The product is: [C:6]([C:8]1[CH:9]=[C:10]2[C:15](=[CH:16][C:17]=1[O:18][CH2:19][C@H:20]([OH:21])[CH2:22][N:3]([CH2:4][CH3:5])[CH2:1][CH3:2])[N:14]=[CH:13][CH:12]=[C:11]2[O:23][C:24]1[CH:29]=[CH:28][C:27]([NH:30][C:31]([NH:33][C:34]2[S:35][CH:36]=[CH:37][N:38]=2)=[O:32])=[C:26]([F:39])[CH:25]=1)#[N:7]. (3) Given the reactants Br[CH2:2][CH2:3][N:4]1[C:8](=[O:9])[C:7]2=[CH:10][CH:11]=[CH:12][CH:13]=[C:6]2[C:5]1=[O:14].[CH2:15]([O:22][C:23]([N:25]1[CH2:30][CH2:29][NH:28][CH2:27][CH2:26]1)=[O:24])[C:16]1[CH:21]=[CH:20][CH:19]=[CH:18][CH:17]=1.Cl.C(=O)([O-])O.[Na+], predict the reaction product. The product is: [CH2:15]([O:22][C:23]([N:25]1[CH2:30][CH2:29][N:28]([CH2:2][CH2:3][N:4]2[C:8](=[O:9])[C:7]3=[CH:10][CH:11]=[CH:12][CH:13]=[C:6]3[C:5]2=[O:14])[CH2:27][CH2:26]1)=[O:24])[C:16]1[CH:21]=[CH:20][CH:19]=[CH:18][CH:17]=1. (4) Given the reactants Cl.[NH:2]1[CH2:7][CH2:6][CH:5]([CH2:8][N:9]2[C:17]3[C:12](=[CH:13][CH:14]=[CH:15][C:16]=3[C:18]([NH:20][C@H:21]([C:23]3[CH:32]=[CH:31][C:26]([C:27]([O:29][CH3:30])=[O:28])=[CH:25][CH:24]=3)[CH3:22])=[O:19])[CH:11]=[CH:10]2)[CH2:4][CH2:3]1.C(O[BH-](OC(=O)C)OC(=O)C)(=O)C.[Na+].[CH:47](=O)[C:48]1[CH:53]=[CH:52][CH:51]=[CH:50][CH:49]=1.[OH-].[Na+], predict the reaction product. The product is: [CH2:47]([N:2]1[CH2:3][CH2:4][CH:5]([CH2:8][N:9]2[C:17]3[C:12](=[CH:13][CH:14]=[CH:15][C:16]=3[C:18]([NH:20][C@H:21]([C:23]3[CH:24]=[CH:25][C:26]([C:27]([O:29][CH3:30])=[O:28])=[CH:31][CH:32]=3)[CH3:22])=[O:19])[CH:11]=[CH:10]2)[CH2:6][CH2:7]1)[C:48]1[CH:53]=[CH:52][CH:51]=[CH:50][CH:49]=1.